From a dataset of NCI-60 drug combinations with 297,098 pairs across 59 cell lines. Regression. Given two drug SMILES strings and cell line genomic features, predict the synergy score measuring deviation from expected non-interaction effect. (1) Drug 1: CN(CC1=CN=C2C(=N1)C(=NC(=N2)N)N)C3=CC=C(C=C3)C(=O)NC(CCC(=O)O)C(=O)O. Drug 2: C1CC(=O)NC(=O)C1N2C(=O)C3=CC=CC=C3C2=O. Cell line: HCT116. Synergy scores: CSS=81.7, Synergy_ZIP=5.98, Synergy_Bliss=5.73, Synergy_Loewe=-26.2, Synergy_HSA=3.59. (2) Drug 1: C1CC(=O)NC(=O)C1N2CC3=C(C2=O)C=CC=C3N. Drug 2: CCC1(C2=C(COC1=O)C(=O)N3CC4=CC5=C(C=CC(=C5CN(C)C)O)N=C4C3=C2)O.Cl. Cell line: LOX IMVI. Synergy scores: CSS=11.7, Synergy_ZIP=-7.74, Synergy_Bliss=-2.56, Synergy_Loewe=-1.37, Synergy_HSA=-1.10.